From a dataset of Aqueous solubility values for 9,982 compounds from the AqSolDB database. Regression/Classification. Given a drug SMILES string, predict its absorption, distribution, metabolism, or excretion properties. Task type varies by dataset: regression for continuous measurements (e.g., permeability, clearance, half-life) or binary classification for categorical outcomes (e.g., BBB penetration, CYP inhibition). For this dataset (solubility_aqsoldb), we predict Y. (1) The drug is CN(C/C=C/C#CC(C)(C)C)Cc1cccc2ccccc12. The Y is -4.46 log mol/L. (2) The compound is CCN1c2cc(N(C)C)cc(C)c2NC(=O)c2cccnc21. The Y is -4.87 log mol/L. (3) The compound is NC(=O)NC1NC(=O)NC1=O. The Y is -1.51 log mol/L. (4) The compound is CCN(CC)S(=O)N(CC)CC. The Y is -1.28 log mol/L. (5) The drug is Cn1c(=O)c2[nH]c(-c3ccccc3)nc2n(C)c1=O. The Y is -5.00 log mol/L. (6) The drug is CC(=O)N[C@H](CC(C)C)C(=O)O. The Y is -1.33 log mol/L. (7) The compound is CC(CC(C)(C(=O)O)C(=O)O)C(=O)O. The Y is -0.109 log mol/L. (8) The molecule is CC(CCC(=O)O)C1CCC2C3C(O)C(O)C4CC(O)CCC4(C)C3CCC12C. The Y is -4.35 log mol/L. (9) The compound is Clc1ccc(Oc2ccc(Cl)cc2Cl)cc1. The Y is -6.22 log mol/L.